This data is from Catalyst prediction with 721,799 reactions and 888 catalyst types from USPTO. The task is: Predict which catalyst facilitates the given reaction. (1) Reactant: C(OC([N:8]1[CH2:13][CH2:12][N:11]([CH2:14][C:15]([N:17]2[C:21]3=[N:22][CH:23]=[CH:24][CH:25]=[C:20]3[CH2:19][CH2:18]2)=[O:16])[CH2:10][C@H:9]1[CH3:26])=O)(C)(C)C.[ClH:27]. Product: [ClH:27].[N:17]1([C:15](=[O:16])[CH2:14][N:11]2[CH2:12][CH2:13][NH:8][C@H:9]([CH3:26])[CH2:10]2)[C:21]2=[N:22][CH:23]=[CH:24][CH:25]=[C:20]2[CH2:19][CH2:18]1. The catalyst class is: 25. (2) Reactant: C(Cl)(=O)C(Cl)=O.[F:7][C:8]1[CH:16]=[CH:15][CH:14]=[C:13]([F:17])[C:9]=1[C:10]([OH:12])=O.Cl.[Cl:19][C:20]1[CH:28]=[C:27]2[C:23]([C:24]([CH2:35][CH:36]([CH3:38])[CH3:37])=[CH:25][N:26]2[C:29]2[S:30][CH:31]=[C:32]([NH2:34])[N:33]=2)=[CH:22][CH:21]=1.C(N(CC)CC)C. The catalyst class is: 120. Product: [Cl:19][C:20]1[CH:28]=[C:27]2[C:23]([C:24]([CH2:35][CH:36]([CH3:38])[CH3:37])=[CH:25][N:26]2[C:29]2[S:30][CH:31]=[C:32]([NH:34][C:10](=[O:12])[C:9]3[C:13]([F:17])=[CH:14][CH:15]=[CH:16][C:8]=3[F:7])[N:33]=2)=[CH:22][CH:21]=1. (3) Reactant: [CH:1]([C:4]1[N:8]2[C:9]([C:16]([F:19])([F:18])[F:17])=[CH:10][CH:11]=[C:12]([C:13]([OH:15])=O)[C:7]2=[N:6][N:5]=1)([CH3:3])[CH3:2].C(Cl)(=O)C(Cl)=O.[CH3:26][C:27]1[C:28]([NH2:32])=[N:29][O:30][N:31]=1.C(N(CC)CC)C. Product: [CH:1]([C:4]1[N:8]2[C:9]([C:16]([F:19])([F:18])[F:17])=[CH:10][CH:11]=[C:12]([C:13]([NH:32][C:28]3[C:27]([CH3:26])=[N:31][O:30][N:29]=3)=[O:15])[C:7]2=[N:6][N:5]=1)([CH3:2])[CH3:3]. The catalyst class is: 306. (4) Reactant: C(O)(C(F)(F)F)=O.C([O:12][C:13](=[O:31])[CH2:14][CH2:15][O:16][CH2:17][CH2:18][O:19][CH2:20][CH2:21][NH:22][NH:23]C(OC(C)(C)C)=O)(C)(C)C. Product: [NH:22]([CH2:21][CH2:20][O:19][CH2:18][CH2:17][O:16][CH2:15][CH2:14][C:13]([OH:31])=[O:12])[NH2:23]. The catalyst class is: 6. (5) Reactant: C(N(CC)CC)C.Br.N[C@@H:10]([CH2:15][CH2:16][Br:17])[C:11]([O:13][CH3:14])=[O:12].[C:18](O[C:18]([O:20][C:21]([CH3:24])([CH3:23])[CH3:22])=[O:19])([O:20][C:21]([CH3:24])([CH3:23])[CH3:22])=[O:19]. Product: [Br:17][CH2:16][CH2:15][C@H:10]([C:18]([O:20][C:21]([CH3:24])([CH3:23])[CH3:22])=[O:19])[C:11]([O:13][CH3:14])=[O:12]. The catalyst class is: 38. (6) Reactant: [NH2:1][C:2]1[CH:10]=[C:9]([C:11]2[CH:12]=[C:13]([NH:17][S:18]([CH3:21])(=[O:20])=[O:19])[CH:14]=[N:15][CH:16]=2)[CH:8]=[C:7]2[C:3]=1[CH:4]=[N:5][N:6]2S(C1C=CC=CC=1)(=O)=O.N1C=CC=CC=1.[CH3:37][C:38]1[S:39][CH:40]=[C:41]([C:43](Cl)=[O:44])[N:42]=1. Product: [CH3:37][C:38]1[S:39][CH:40]=[C:41]([C:43]([NH:1][C:2]2[CH:10]=[C:9]([C:11]3[CH:16]=[N:15][CH:14]=[C:13]([NH:17][S:18]([CH3:21])(=[O:20])=[O:19])[CH:12]=3)[CH:8]=[C:7]3[C:3]=2[CH:4]=[N:5][NH:6]3)=[O:44])[N:42]=1. The catalyst class is: 2.